Dataset: Full USPTO retrosynthesis dataset with 1.9M reactions from patents (1976-2016). Task: Predict the reactants needed to synthesize the given product. (1) Given the product [C:7]1([CH2:13][C:14](=[O:16])[CH2:1][C:2](=[O:5])[CH3:3])[CH:8]=[CH:9][CH:10]=[CH:11][CH:12]=1, predict the reactants needed to synthesize it. The reactants are: [CH3:1][C:2]([O-:5])(C)[CH3:3].[K+].[C:7]1([CH2:13][C:14]([O:16]C)=O)[CH:12]=[CH:11][CH:10]=[CH:9][CH:8]=1.CC(C)=O.Cl. (2) Given the product [C:1]([O:5][C:6]([N:8]1[CH2:13][CH2:12][CH:11]([NH:14][C:15]([C:17]2[NH:26][C:25](=[O:27])[C:24]3[C:19](=[CH:20][C:21]([C:28]([O:30][CH3:31])=[O:29])=[CH:22][CH:23]=3)[N:18]=2)=[O:16])[CH2:10][CH2:9]1)=[O:7])([CH3:4])([CH3:3])[CH3:2], predict the reactants needed to synthesize it. The reactants are: [C:1]([O:5][C:6]([N:8]1[CH2:13][CH2:12][CH:11]([NH:14][C:15]([CH:17]2[NH:26][C:25](=[O:27])[C:24]3[C:19](=[CH:20][C:21]([C:28]([O:30][CH3:31])=[O:29])=[CH:22][CH:23]=3)[NH:18]2)=[O:16])[CH2:10][CH2:9]1)=[O:7])([CH3:4])([CH3:3])[CH3:2]. (3) The reactants are: [Br:1][C:2]1[C:3](=O)[C:4]([C:9]2[CH:14]=[CH:13][C:12]([F:15])=[CH:11][CH:10]=2)=[C:5]([CH3:8])[NH:6][CH:7]=1.P(Cl)(Cl)([Cl:19])=O. Given the product [Br:1][C:2]1[C:3]([Cl:19])=[C:4]([C:9]2[CH:14]=[CH:13][C:12]([F:15])=[CH:11][CH:10]=2)[C:5]([CH3:8])=[N:6][CH:7]=1, predict the reactants needed to synthesize it. (4) Given the product [Br:1][C:2]1[C:3]([NH:9][CH2:10][CH:11]2[O:31][CH2:15][CH2:14][N:13]([C:17]([O:19][C:20]([CH3:23])([CH3:22])[CH3:21])=[O:18])[CH2:12]2)=[N:4][C:5]([Cl:8])=[N:6][CH:7]=1, predict the reactants needed to synthesize it. The reactants are: [Br:1][C:2]1[C:3]([NH:9][CH2:10][C@H:11]2C[CH2:15][CH2:14][N:13]([C:17]([O:19][C:20]([CH3:23])([CH3:22])[CH3:21])=[O:18])[CH2:12]2)=[N:4][C:5]([Cl:8])=[N:6][CH:7]=1.NCC1[O:31]CCN(C(OC(C)(C)C)=O)C1.